Dataset: Reaction yield outcomes from USPTO patents with 853,638 reactions. Task: Predict the reaction yield, written as a fraction of the theoretical maximum amount of product (1.0 means a 100% yield; for example, 0.34 means a 34% yield). (1) The reactants are Cl.[Cl:2][C:3]1[C:8]([Cl:9])=[CH:7][CH:6]=[CH:5][C:4]=1[NH:10][NH2:11].[O-]CC.[Na+].C(O[CH:19]=[C:20]([C:23]#[N:24])[C:21]#[N:22])C.O. The catalyst is C(O)C. The product is [NH2:24][C:23]1[N:10]([C:4]2[CH:5]=[CH:6][CH:7]=[C:8]([Cl:9])[C:3]=2[Cl:2])[N:11]=[CH:19][C:20]=1[C:21]#[N:22]. The yield is 0.690. (2) The reactants are [F:8][C:7]([F:10])([F:9])[C:6](O[C:6](=[O:11])[C:7]([F:10])([F:9])[F:8])=[O:11].[I:14][C:15]1[CH:20]=[CH:19][C:18]([CH:21]2[C:30]3[C:25](=[CH:26][C:27]([O:31][CH3:32])=[CH:28][CH:29]=3)[CH2:24][CH2:23][NH:22]2)=[CH:17][CH:16]=1.CCN(CC)CC. The catalyst is C(Cl)Cl. The product is [F:10][C:7]([F:8])([F:9])[C:6]([N:22]1[CH2:23][CH2:24][C:25]2[C:30](=[CH:29][CH:28]=[C:27]([O:31][CH3:32])[CH:26]=2)[CH:21]1[C:18]1[CH:17]=[CH:16][C:15]([I:14])=[CH:20][CH:19]=1)=[O:11]. The yield is 0.630.